From a dataset of Forward reaction prediction with 1.9M reactions from USPTO patents (1976-2016). Predict the product of the given reaction. The product is: [CH3:28][C:22](=[CH:17][C:14]1[CH:13]=[CH:12][C:11]([C:7]2[CH:8]=[CH:9][CH:10]=[C:5]([NH:4][CH3:3])[CH:6]=2)=[CH:16][CH:15]=1)[C:21]([O:24][CH2:25][CH3:26])=[O:23]. Given the reactants [H-].[Na+].[CH3:3][NH:4][C:5]1[CH:6]=[C:7]([C:11]2[CH:16]=[CH:15][C:14]([CH:17]=O)=[CH:13][CH:12]=2)[CH:8]=[CH:9][CH:10]=1.[Cl-].[NH4+].[C:21]([O:24][CH2:25][CH3:26])(=[O:23])[CH3:22].O1CCC[CH2:28]1, predict the reaction product.